Dataset: Reaction yield outcomes from USPTO patents with 853,638 reactions. Task: Predict the reaction yield, written as a fraction of the theoretical maximum amount of product (1.0 means a 100% yield; for example, 0.34 means a 34% yield). The reactants are [NH2:1][C:2]1[C:7]([S:8]([NH:11][C:12]([C:14]2[C:15](Cl)=[N:16][C:17]([N:20]3[CH:24]=[CH:23][C:22]([O:25][CH2:26][C:27]([CH3:30])([CH3:29])[CH3:28])=[N:21]3)=[CH:18][CH:19]=2)=[O:13])(=[O:10])=[O:9])=[CH:6][CH:5]=[CH:4][N:3]=1.[CH3:32][C:33]1([CH3:39])[CH2:37][C@H:36]([CH3:38])[CH2:35][NH:34]1.C([O-])([O-])=O.[K+].[K+].C(O)(=O)C. The catalyst is CO.O.CS(C)=O. The product is [NH2:1][C:2]1[C:7]([S:8]([NH:11][C:12]([C:14]2[C:15]([N:34]3[CH2:35][C@@H:36]([CH3:38])[CH2:37][C:33]3([CH3:39])[CH3:32])=[N:16][C:17]([N:20]3[CH:24]=[CH:23][C:22]([O:25][CH2:26][C:27]([CH3:30])([CH3:29])[CH3:28])=[N:21]3)=[CH:18][CH:19]=2)=[O:13])(=[O:10])=[O:9])=[CH:6][CH:5]=[CH:4][N:3]=1. The yield is 0.420.